The task is: Regression. Given a peptide amino acid sequence and an MHC pseudo amino acid sequence, predict their binding affinity value. This is MHC class II binding data.. This data is from Peptide-MHC class II binding affinity with 134,281 pairs from IEDB. (1) The peptide sequence is GARSLTTLLRALGAQ. The MHC is DRB1_0404 with pseudo-sequence DRB1_0404. The binding affinity (normalized) is 0.577. (2) The peptide sequence is DWLNKYSYYPEDPVK. The MHC is DRB4_0103 with pseudo-sequence DRB4_0103. The binding affinity (normalized) is 0. (3) The peptide sequence is PSFAGLRPTFDTRLM. The MHC is DRB1_1501 with pseudo-sequence DRB1_1501. The binding affinity (normalized) is 0.468. (4) The peptide sequence is RTLNKIVYIKPAKNI. The MHC is HLA-DPA10201-DPB11401 with pseudo-sequence HLA-DPA10201-DPB11401. The binding affinity (normalized) is 0.239. (5) The peptide sequence is VVSLKPEIIVDQYEY. The MHC is H-2-IAu with pseudo-sequence H-2-IAu. The binding affinity (normalized) is 0. (6) The peptide sequence is DYNFVKAINA. The MHC is DRB1_0401 with pseudo-sequence DRB1_0401. The binding affinity (normalized) is 0.149. (7) The peptide sequence is WCYGVENVRVAYGKC. The MHC is DRB4_0103 with pseudo-sequence DRB4_0103. The binding affinity (normalized) is 0.410. (8) The peptide sequence is TVSLPVGADEDDIKA. The MHC is DRB3_0202 with pseudo-sequence DRB3_0202. The binding affinity (normalized) is 0. (9) The binding affinity (normalized) is 0.197. The MHC is DRB1_1501 with pseudo-sequence DRB1_1501. The peptide sequence is HTQTAGPWHLGKLEL.